Predict the product of the given reaction. From a dataset of Forward reaction prediction with 1.9M reactions from USPTO patents (1976-2016). (1) Given the reactants [C:1]1(C)[CH:6]=[CH:5][C:4](S(O)(=O)=O)=[CH:3][CH:2]=1.C(Cl)(Cl)Cl.C[OH:17].[CH2:18]([OH:20])[CH3:19], predict the reaction product. The product is: [CH2:18]([O:20][C:6]1[C:1](=[O:17])[CH2:2][CH2:3][CH2:4][CH:5]=1)[CH3:19]. (2) Given the reactants Br[C:2]1[C:10]2[N:9]3[CH2:11][CH2:12][NH:13][C:14](=[O:15])[C:8]3=[C:7]([CH3:16])[C:6]=2[CH:5]=[C:4]([Cl:17])[CH:3]=1.[Cl:18][C:19]1[N:24]=[CH:23][C:22](B(O)O)=[CH:21][CH:20]=1, predict the reaction product. The product is: [Cl:17][C:4]1[CH:3]=[C:2]([C:22]2[CH:23]=[N:24][C:19]([Cl:18])=[CH:20][CH:21]=2)[C:10]2[N:9]3[CH2:11][CH2:12][NH:13][C:14](=[O:15])[C:8]3=[C:7]([CH3:16])[C:6]=2[CH:5]=1. (3) The product is: [C:12]([C:6]1[CH:7]=[N:8][C:9]2[C:4]([C:5]=1[NH:16][C:17]1[CH:22]=[N:21][C:20]([N:23]3[CH2:24][CH2:25][N:26]([C:29]([O:31][C:32]([CH3:35])([CH3:34])[CH3:33])=[O:30])[CH2:27][CH2:28]3)=[N:19][CH:18]=1)=[CH:3][C:2]([Br:1])=[CH:11][CH:10]=2)(=[O:14])[CH3:13]. Given the reactants [Br:1][C:2]1[CH:3]=[C:4]2[C:9](=[CH:10][CH:11]=1)[N:8]=[CH:7][C:6]([C:12](=[O:14])[CH3:13])=[C:5]2Cl.[NH2:16][C:17]1[CH:18]=[N:19][C:20]([N:23]2[CH2:28][CH2:27][N:26]([C:29]([O:31][C:32]([CH3:35])([CH3:34])[CH3:33])=[O:30])[CH2:25][CH2:24]2)=[N:21][CH:22]=1, predict the reaction product. (4) Given the reactants [OH-].[K+].C([O:5][C:6]([C:8]1[CH:9]=[N:10][N:11]([C:13]2[NH:22][C:21](=[O:23])[C:20]3[C:15](=[CH:16][C:17]([F:25])=[CH:18][C:19]=3[F:24])[N:14]=2)[CH:12]=1)=[O:7])C, predict the reaction product. The product is: [F:24][C:19]1[CH:18]=[C:17]([F:25])[CH:16]=[C:15]2[C:20]=1[C:21](=[O:23])[NH:22][C:13]([N:11]1[CH:12]=[C:8]([C:6]([OH:7])=[O:5])[CH:9]=[N:10]1)=[N:14]2. (5) Given the reactants [C:1]([O:5][C:6]([N:8]1[C@H:12]([CH2:13][CH:14]([NH:18]CC2C=CC=CC=2)[C:15]([OH:17])=[O:16])[CH2:11][CH2:10][C@H:9]1[C:26]([OH:28])=[O:27])=[O:7])([CH3:4])([CH3:3])[CH3:2].[H][H], predict the reaction product. The product is: [C:15]([OH:17])(=[O:16])[CH3:14].[C:1]([O:5][C:6]([N:8]1[C@H:12]([CH2:13][CH:14]([NH2:18])[C:15]([OH:17])=[O:16])[CH2:11][CH2:10][C@H:9]1[C:26]([OH:28])=[O:27])=[O:7])([CH3:4])([CH3:2])[CH3:3]. (6) Given the reactants C(=O)([O-])O.[Na+].CS(C)=O.Cl.[NH2:11][OH:12].[CH2:13]([O:15][C:16]1[CH:17]=[N:18][C:19]([N:22]2[C:27](=[O:28])[C:26]([CH2:29][C:30]3[CH:31]=[CH:32][C:33]([C:36]4[CH:43]=[CH:42][CH:41]=[CH:40][C:37]=4[C:38]#[N:39])=[N:34][CH:35]=3)=[C:25]([CH2:44][CH2:45][CH3:46])[N:24]=[C:23]2[CH:47]([CH3:49])[CH3:48])=[N:20][CH:21]=1)[CH3:14], predict the reaction product. The product is: [CH2:13]([O:15][C:16]1[CH:17]=[N:18][C:19]([N:22]2[C:27](=[O:28])[C:26]([CH2:29][C:30]3[CH:31]=[CH:32][C:33]([C:36]4[CH:43]=[CH:42][CH:41]=[CH:40][C:37]=4[C:38](=[N:11][OH:12])[NH2:39])=[N:34][CH:35]=3)=[C:25]([CH2:44][CH2:45][CH3:46])[N:24]=[C:23]2[CH:47]([CH3:49])[CH3:48])=[N:20][CH:21]=1)[CH3:14].